From a dataset of Rat liver microsome stability data. Regression/Classification. Given a drug SMILES string, predict its absorption, distribution, metabolism, or excretion properties. Task type varies by dataset: regression for continuous measurements (e.g., permeability, clearance, half-life) or binary classification for categorical outcomes (e.g., BBB penetration, CYP inhibition). Dataset: rlm. (1) The result is 0 (unstable in rat liver microsomes). The drug is C[C@@H]1C[C@H](N)C[C@H](c2ccncc2NC(=O)c2ccc(F)c(-c3ccccc3F)n2)C1. (2) The drug is CC(C)(C)c1ccc(-c2ccc(F)cn2)cc1. The result is 1 (stable in rat liver microsomes). (3) The molecule is COc1ccc(C(=O)Nc2nc(-c3ccccc3)cs2)c(OC)c1. The result is 1 (stable in rat liver microsomes).